This data is from Experimentally validated miRNA-target interactions with 360,000+ pairs, plus equal number of negative samples. The task is: Binary Classification. Given a miRNA mature sequence and a target amino acid sequence, predict their likelihood of interaction. (1) The miRNA is mmu-miR-802-5p with sequence UCAGUAACAAAGAUUCAUCCUU. The protein sequence of the target gene is MVLADLGRKITSALRSLSNATIINEEVLNAMLKEVCTALLEADVNIKLVKQLRENVKSAIDLEEMASGLNKRKMIQHAVFKELVKLVDPGVKAWTPTKGKQNVIMFVGLQGSGKTTTCSKLAYYYQRKGWKTCLICADTFRAGAFDQLKQNATKARIPFYGSYTEMDPVIIASEGVEKFKNENFEIIIVDTSGRHKQEDSLFEEMLQVANAIQPDNIVYVMDASIGQACEAQAKAFKDKVDVASVIVTKLDGHAKGGGALSAVAATKSPIIFIGTGEHIDDFEPFKTQPFISKLLGMGDI.... Result: 0 (no interaction). (2) The miRNA is hsa-miR-15a-5p with sequence UAGCAGCACAUAAUGGUUUGUG. The protein sequence of the target gene is MERIPSAQPPPACLPKAPGLEHGDLPGMYPAHMYQVYKSRRGIKRSEDSKETYKLPHRLIEKKRRDRINECIAQLKDLLPEHLKLTTLGHLEKAVVLELTLKHVKALTNLIDQQQQKIIALQSGLQAGELSGRNVETGQEMFCSGFQTCAREVLQYLAKHENTRDLKSSQLVTHLHRVVSELLQGGTSRKPSDPAPKVMDFKEKPSSPAKGSEGPGKNCVPVIQRTFAHSSGEQSGSDTDTDSGYGGESEKGDLRSEQPCFKSDHGRRFTMGERIGAIKQESEEPPTKKNRMQLSDDEGH.... Result: 1 (interaction). (3) The miRNA is mmu-miR-329-3p with sequence AACACACCCAGCUAACCUUUUU. The protein sequence of the target gene is MARARQEGSSPEPVEGLARDSPRPFPLGRLMPSAVSCSLCEPGLPAAPAAPALLPAAYLCAPTAPPAVTAALGGPRWPGGHRSRPRGPRPDGPQPSLSPAQQHLESPVPSAPEALAGGPTQAAPGVRVEEEEWAREIGAQLRRMADDLNAQYERRRQEEQHRHRPSPWRVMYNLFMGLLPLPRDPGAPEMEPN. Result: 1 (interaction).